Task: Regression/Classification. Given a drug SMILES string, predict its absorption, distribution, metabolism, or excretion properties. Task type varies by dataset: regression for continuous measurements (e.g., permeability, clearance, half-life) or binary classification for categorical outcomes (e.g., BBB penetration, CYP inhibition). Dataset: hlm.. Dataset: Human liver microsome stability data (1) The molecule is C=CS(=O)(=O)N[C@H]1CCCN(c2ccc(C(N)=O)c3[nH]c(C)c(C)c23)C1. The result is 0 (unstable in human liver microsomes). (2) The drug is CNC(=O)[C@@H](NC(=O)c1ccc(-c2ccc(CSc3nccc(O)n3)c(F)c2)o1)C(C)C. The result is 0 (unstable in human liver microsomes). (3) The drug is COc1cc2c(N3CCN(C4CCCC4)CC3)nc(NCc3ccc(F)cc3)nc2cc1OCCCN1CCCC1. The result is 1 (stable in human liver microsomes). (4) The molecule is CCCCCCN(CCN1[C@@H]2CC[C@H]1C[C@@H](c1cccc(C(N)=O)c1)C2)C(=O)CO. The result is 0 (unstable in human liver microsomes). (5) The drug is COc1ccccc1N1CCN(CCN(C(=O)C2CCCCC2)c2ccccn2)CC1. The result is 1 (stable in human liver microsomes). (6) The drug is COc1cc2c(=O)n(Cc3ccccc3C#N)c(N3CCC[C@@H](N)C3)nc2cc1F. The result is 0 (unstable in human liver microsomes). (7) The compound is O=C(Nc1cc2ccnc(O)c2cc1Cl)C1CNCC1c1ccc(F)cc1. The result is 0 (unstable in human liver microsomes).